This data is from Forward reaction prediction with 1.9M reactions from USPTO patents (1976-2016). The task is: Predict the product of the given reaction. Given the reactants C([O:3][C:4]([C:6]1[CH:11]=[CH:10][C:9]([N:12]2[CH:17]=[CH:16][C:15]([C:18]([OH:20])=[O:19])=[CH:14][C:13]2=[O:21])=[CH:8][CH:7]=1)=[O:5])C.[OH-].[Na+].Cl, predict the reaction product. The product is: [C:4]([C:6]1[CH:7]=[CH:8][C:9]([N:12]2[CH:17]=[CH:16][C:15]([C:18]([OH:20])=[O:19])=[CH:14][C:13]2=[O:21])=[CH:10][CH:11]=1)([OH:5])=[O:3].